From a dataset of NCI-60 drug combinations with 297,098 pairs across 59 cell lines. Regression. Given two drug SMILES strings and cell line genomic features, predict the synergy score measuring deviation from expected non-interaction effect. Drug 1: C1=CC(=CC=C1CCC2=CNC3=C2C(=O)NC(=N3)N)C(=O)NC(CCC(=O)O)C(=O)O. Drug 2: CCN(CC)CCNC(=O)C1=C(NC(=C1C)C=C2C3=C(C=CC(=C3)F)NC2=O)C. Cell line: OVCAR-5. Synergy scores: CSS=7.40, Synergy_ZIP=-3.98, Synergy_Bliss=-3.62, Synergy_Loewe=-11.7, Synergy_HSA=-7.05.